Predict which catalyst facilitates the given reaction. From a dataset of Catalyst prediction with 721,799 reactions and 888 catalyst types from USPTO. (1) Reactant: Cl[C:2]1[N:3]=[N:4][C:5]([C:8]2[C:13]([F:14])=[CH:12][CH:11]=[CH:10][N:9]=2)=[CH:6][CH:7]=1.[NH2:15][NH2:16]. Product: [F:14][C:13]1[C:8]([C:5]2[N:4]=[N:3][C:2]([NH:15][NH2:16])=[CH:7][CH:6]=2)=[N:9][CH:10]=[CH:11][CH:12]=1. The catalyst class is: 41. (2) Reactant: [OH-].[Na+].[C:14]([O:13][C:11](O[C:11]([O:13][C:14]([CH3:17])([CH3:16])[CH3:15])=[O:12])=[O:12])([CH3:17])([CH3:16])[CH3:15].[CH2:18]([N:25]1[C:29](=[O:30])[CH2:28][CH2:27][C@@H:26]1[C:31]([NH:33][CH:34]([CH:42]([OH:54])[C:43]([NH:45][NH:46][CH2:47][C:48]1[CH:53]=[CH:52][CH:51]=[CH:50][CH:49]=1)=[O:44])[CH2:35][C:36]1[CH:41]=[CH:40][CH:39]=[CH:38][CH:37]=1)=[O:32])[C:19]1[CH:24]=[CH:23][CH:22]=[CH:21][CH:20]=1.O. Product: [CH2:47]([N:46]([C:11]([O:13][C:14]([CH3:15])([CH3:16])[CH3:17])=[O:12])[NH:45][C:43](=[O:44])[CH:42]([OH:54])[CH:34]([NH:33][C:31]([C@H:26]1[CH2:27][CH2:28][C:29](=[O:30])[N:25]1[CH2:18][C:19]1[CH:20]=[CH:21][CH:22]=[CH:23][CH:24]=1)=[O:32])[CH2:35][C:36]1[CH:41]=[CH:40][CH:39]=[CH:38][CH:37]=1)[C:48]1[CH:53]=[CH:52][CH:51]=[CH:50][CH:49]=1. The catalyst class is: 218. (3) Reactant: [Cl:1][C:2]1[N:7]=[C:6]([N:8](C(OC(C)(C)C)=O)[N:9](C(OC(C)(C)C)=O)C(OC(C)(C)C)=O)[C:5]([F:31])=[C:4]([N:32]2[CH2:36][CH:35]([N:37]([CH3:39])[CH3:38])[CH2:34][C:33]2([CH3:41])[CH3:40])[N:3]=1.Cl. Product: [Cl:1][C:2]1[N:3]=[C:4]([N:32]2[C:33]([CH3:41])([CH3:40])[CH2:34][CH:35]([N:37]([CH3:38])[CH3:39])[CH2:36]2)[C:5]([F:31])=[C:6]([NH:8][NH2:9])[N:7]=1. The catalyst class is: 71. (4) Reactant: [F:1][C:2]1[CH:10]=[CH:9][C:5]([C:6](Cl)=[O:7])=[CH:4][CH:3]=1.[C:11]([O:15][C:16](=[O:30])[NH:17][C@@H:18]1[C:24](=[O:25])[NH:23][C:22]2[CH:26]=[CH:27][CH:28]=[CH:29][C:21]=2[NH:20][CH2:19]1)([CH3:14])([CH3:13])[CH3:12].N1C=CC=CC=1. Product: [C:11]([O:15][C:16](=[O:30])[NH:17][C@H:18]1[CH2:19][N:20]([C:6](=[O:7])[C:5]2[CH:9]=[CH:10][C:2]([F:1])=[CH:3][CH:4]=2)[C:21]2[CH:29]=[CH:28][CH:27]=[CH:26][C:22]=2[NH:23][C:24]1=[O:25])([CH3:14])([CH3:12])[CH3:13]. The catalyst class is: 34. (5) Reactant: [N:1]1[CH:6]=[CH:5][CH:4]=[C:3]2[CH2:7][NH:8][CH2:9][C:2]=12.CCN(CC)CC.[CH3:17][C:18]([O:21][C:22](O[C:22]([O:21][C:18]([CH3:20])([CH3:19])[CH3:17])=[O:23])=[O:23])([CH3:20])[CH3:19].O. Product: [N:1]1[CH:6]=[CH:5][CH:4]=[C:3]2[CH2:7][N:8]([C:22]([O:21][C:18]([CH3:20])([CH3:19])[CH3:17])=[O:23])[CH2:9][C:2]=12. The catalyst class is: 2. (6) Reactant: C[O-].[Na+].[NH2:4][C@H:5]([C:9]([OH:11])=[O:10])[CH:6]([CH3:8])[CH3:7].[Br:12][C:13]1[CH:20]=[CH:19][C:16]([CH:17]=O)=[CH:15][CH:14]=1.B.[Na]. Product: [Br:12][C:13]1[CH:20]=[CH:19][C:16]([CH2:17][C@:5]([NH2:4])([CH:6]([CH3:8])[CH3:7])[C:9]([OH:11])=[O:10])=[CH:15][CH:14]=1. The catalyst class is: 5. (7) Reactant: [CH:1]([N:4](C(C)C)CC)(C)C.[Cl:10][C:11]1[N:20]=[C:19](Cl)[C:18]2[CH2:17][CH2:16][CH2:15][CH2:14][C:13]=2[N:12]=1.[NH:22]1[CH2:27][CH2:26][CH2:25][C@@H:24]([C:28]([OH:30])=O)[CH2:23]1.Cl.CN.Cl.CN(C)CCCN=C=NCC.O.ON1C2C=CC=CC=2N=N1. Product: [Cl:10][C:11]1[N:20]=[C:19]([N:22]2[CH2:27][CH2:26][CH2:25][C@H:24]([C:28]([NH:4][CH3:1])=[O:30])[CH2:23]2)[C:18]2[CH2:17][CH2:16][CH2:15][CH2:14][C:13]=2[N:12]=1. The catalyst class is: 526. (8) Reactant: [C:1]([C:3]1[CH:8]=[C:7]([N+:9]([O-])=O)[CH:6]=[CH:5][C:4]=1[S:12]([NH:15][C:16]1[CH:17]=[CH:18][C:19]2[CH2:23][O:22][B:21]([OH:24])[C:20]=2[CH:25]=1)(=[O:14])=[O:13])#[N:2]. Product: [NH2:9][C:7]1[CH:6]=[CH:5][C:4]([S:12]([NH:15][C:16]2[CH:17]=[CH:18][C:19]3[CH2:23][O:22][B:21]([OH:24])[C:20]=3[CH:25]=2)(=[O:13])=[O:14])=[C:3]([CH2:1][NH2:2])[CH:8]=1. The catalyst class is: 94. (9) Reactant: [OH-].[Li+].[Cl:3][C:4]1[C:5]([C:15]#[N:16])=[C:6]([CH:12]=[CH:13][CH:14]=1)[C:7]([O:9]CC)=[O:8]. Product: [Cl:3][C:4]1[C:5]([C:15]#[N:16])=[C:6]([CH:12]=[CH:13][CH:14]=1)[C:7]([OH:9])=[O:8]. The catalyst class is: 38.